Dataset: Forward reaction prediction with 1.9M reactions from USPTO patents (1976-2016). Task: Predict the product of the given reaction. (1) Given the reactants [Cl:1][C:2]1[CH:3]=[CH:4][C:5]([N:23]2[CH:27]=[N:26][N:25]=[N:24]2)=[C:6]([CH:22]=1)[CH2:7][NH:8][C:9]([C@@H:11]1[CH2:14][CH2:13][N:12]1C(OC(C)(C)C)=O)=[O:10].CCOC(C)=O.[ClH:34], predict the reaction product. The product is: [Cl-:1].[Cl-:34].[NH2+:12]1[CH2:13][CH2:14][C@H:11]1[C:9]([NH:8][CH2:7][C:6]1[CH:22]=[C:2]([Cl:1])[CH:3]=[CH:4][C:5]=1[N:23]1[CH:27]=[NH+:26][N:25]=[N:24]1)=[O:10]. (2) The product is: [ClH:36].[CH2:8]([C:6]1[CH:5]=[CH:4][N:3]([C:16]2[CH:21]=[CH:20][C:19]3[C:22]4[CH2:27][CH2:26][NH:25][CH2:24][C:23]=4[S:35][C:18]=3[CH:17]=2)[C:2](=[O:1])[CH:7]=1)[CH2:9][C:10]1[CH:15]=[CH:14][CH:13]=[CH:12][CH:11]=1. Given the reactants [O:1]=[C:2]1[CH:7]=[C:6]([CH2:8][CH2:9][C:10]2[CH:15]=[CH:14][CH:13]=[CH:12][CH:11]=2)[CH:5]=[CH:4][N:3]1[C:16]1[CH:21]=[CH:20][C:19]2[C:22]3[CH2:27][CH2:26][N:25](C(OC(C)(C)C)=O)[CH2:24][C:23]=3[S:35][C:18]=2[CH:17]=1.[ClH:36], predict the reaction product.